Dataset: Catalyst prediction with 721,799 reactions and 888 catalyst types from USPTO. Task: Predict which catalyst facilitates the given reaction. (1) Reactant: Cl.[NH2:2][C:3]1[CH:9]=[CH:8][C:6]([OH:7])=[CH:5][C:4]=1[OH:10].[Cl:11][CH2:12][C:13](Cl)=[O:14]. Product: [Cl:11][CH2:12][C:13]([NH:2][C:3]1[CH:9]=[CH:8][C:6]([OH:7])=[CH:5][C:4]=1[OH:10])=[O:14]. The catalyst class is: 2. (2) Reactant: C([N:3]([CH2:6]C)CC)C.C1(P(N=[N+]=[N-])(C2C=CC=CC=2)=[O:15])C=CC=CC=1.[Cl:25][C:26]1[N:31]=[C:30](C(O)=O)[C:29]2[C:35]([O:57][CH3:58])=[N:36][N:37]([C:38]([C:51]3[CH:56]=[CH:55][CH:54]=[CH:53][CH:52]=3)([C:45]3[CH:50]=[CH:49][CH:48]=[CH:47][CH:46]=3)[C:39]3[CH:44]=[CH:43][CH:42]=[CH:41][CH:40]=3)[C:28]=2[CH:27]=1.[CH3:59][C:60]([OH:63])([CH3:62])[CH3:61]. Product: [C:60]([O:63][C:6](=[O:15])[NH:3][C:30]1[C:29]2[C:35]([O:57][CH3:58])=[N:36][N:37]([C:38]([C:39]3[CH:40]=[CH:41][CH:42]=[CH:43][CH:44]=3)([C:51]3[CH:52]=[CH:53][CH:54]=[CH:55][CH:56]=3)[C:45]3[CH:50]=[CH:49][CH:48]=[CH:47][CH:46]=3)[C:28]=2[CH:27]=[C:26]([Cl:25])[N:31]=1)([CH3:62])([CH3:61])[CH3:59]. The catalyst class is: 6. (3) Reactant: [Cl-].[Al+3].[Cl-].[Cl-].[H-].[Al+3].[Li+].[H-].[H-].[H-].[C:11]([CH2:13][CH:14]1[O:20][CH2:19][CH2:18][N:17]([C:21]([O:23][C:24]([CH3:27])([CH3:26])[CH3:25])=[O:22])[CH2:16][CH:15]1[C:28]1[CH:33]=[CH:32][C:31]([Cl:34])=[C:30]([Cl:35])[CH:29]=1)#[N:12].S([O-])([O-])(=O)=O.[Na+].[Na+]. Product: [NH2:12][CH2:11][CH2:13][CH:14]1[O:20][CH2:19][CH2:18][N:17]([C:21]([O:23][C:24]([CH3:27])([CH3:26])[CH3:25])=[O:22])[CH2:16][CH:15]1[C:28]1[CH:33]=[CH:32][C:31]([Cl:34])=[C:30]([Cl:35])[CH:29]=1. The catalyst class is: 1. (4) Reactant: Cl[C:2]1[N:7]2[N:8]=[C:9]([CH:11]([CH3:13])[CH3:12])[N:10]=[C:6]2[N:5]=[C:4]([CH3:14])[CH:3]=1.[F:15][C:16]([F:25])([F:24])[C:17]1[CH:23]=[CH:22][C:20]([NH2:21])=[CH:19][CH:18]=1. Product: [CH3:14][C:4]1[CH:3]=[C:2]([NH:21][C:20]2[CH:22]=[CH:23][C:17]([C:16]([F:15])([F:24])[F:25])=[CH:18][CH:19]=2)[N:7]2[N:8]=[C:9]([CH:11]([CH3:13])[CH3:12])[N:10]=[C:6]2[N:5]=1. The catalyst class is: 8. (5) Reactant: N#N.C([O:9][C:10]1([C:13]2[N:14]=[C:15]([CH2:18][N:19]3[N:23]=[C:22]([NH:24][C:25]([C:27]4[N:28]=[C:29]([CH3:39])[O:30][C:31]=4[C:32]4[CH:33]=[C:34]([CH3:38])[CH:35]=[CH:36][CH:37]=4)=[O:26])[CH:21]=[N:20]3)[O:16][CH:17]=2)[CH2:12][CH2:11]1)(=O)C(C)(C)C.CC(C[AlH]CC(C)C)C.[C@H](O)(C([O-])=O)[C@@H](O)C([O-])=O.[Na+].[K+]. Product: [OH:9][C:10]1([C:13]2[N:14]=[C:15]([CH2:18][N:19]3[N:23]=[C:22]([NH:24][C:25]([C:27]4[N:28]=[C:29]([CH3:39])[O:30][C:31]=4[C:32]4[CH:33]=[C:34]([CH3:38])[CH:35]=[CH:36][CH:37]=4)=[O:26])[CH:21]=[N:20]3)[O:16][CH:17]=2)[CH2:11][CH2:12]1. The catalyst class is: 1. (6) Reactant: [Cl:1][C:2]1[CH:9]=[C:8]([Cl:10])[CH:7]=[CH:6][C:3]=1[CH2:4]Cl.[I-:11].[K+]. Product: [Cl:1][C:2]1[CH:9]=[C:8]([Cl:10])[CH:7]=[CH:6][C:3]=1[CH2:4][I:11]. The catalyst class is: 21.